From a dataset of Reaction yield outcomes from USPTO patents with 853,638 reactions. Predict the reaction yield, written as a fraction of the theoretical maximum amount of product (1.0 means a 100% yield; for example, 0.34 means a 34% yield). (1) The reactants are Cl.[CH2:2]([O:9][C:10](=[O:26])[NH:11][CH2:12][CH2:13][CH2:14][CH2:15][C@H:16]([NH2:25])[C:17](=[O:24])[C:18]1[CH:23]=[CH:22][CH:21]=[CH:20][N:19]=1)[C:3]1[CH:8]=[CH:7][CH:6]=[CH:5][CH:4]=1.[CH:27]1([C:32](Cl)=[O:33])[CH2:31][CH2:30][CH2:29][CH2:28]1. The catalyst is C(Cl)Cl. The product is [CH2:2]([O:9][C:10](=[O:26])[NH:11][CH2:12][CH2:13][CH2:14][CH2:15][C@H:16]([NH:25][C:32]([CH:27]1[CH2:31][CH2:30][CH2:29][CH2:28]1)=[O:33])[C:17](=[O:24])[C:18]1[CH:23]=[CH:22][CH:21]=[CH:20][N:19]=1)[C:3]1[CH:4]=[CH:5][CH:6]=[CH:7][CH:8]=1. The yield is 0.539. (2) The reactants are Cl[C:2]1[N:7]=[C:6]2[N:8]([CH2:11][CH2:12][OH:13])[N:9]=[CH:10][C:5]2=[C:4]([NH:14][C:15]2[CH:19]=[C:18]([CH3:20])[NH:17][N:16]=2)[N:3]=1.[F:21][C:22]1[CH:27]=[CH:26][C:25]([S:28]([O-:30])=[O:29])=[CH:24][CH:23]=1.[Na+]. The catalyst is CS(C)=O. The product is [F:21][C:22]1[CH:27]=[CH:26][C:25]([S:28]([C:2]2[N:7]=[C:6]3[N:8]([CH2:11][CH2:12][OH:13])[N:9]=[CH:10][C:5]3=[C:4]([NH:14][C:15]3[CH:19]=[C:18]([CH3:20])[NH:17][N:16]=3)[N:3]=2)(=[O:30])=[O:29])=[CH:24][CH:23]=1. The yield is 0.0400. (3) The product is [CH2:1]([O:8][C:9]([N:11]1[CH2:15][C@H:14]([OH:16])[CH2:13][C@H:12]1[C:21]1[O:22][C:23]([CH3:26])=[CH:24][N:25]=1)=[O:10])[C:2]1[CH:7]=[CH:6][CH:5]=[CH:4][CH:3]=1. The yield is 0.651. The reactants are [CH2:1]([O:8][C:9]([N:11]1[CH2:15][C@H:14]([O:16]C(C)(C)C)[CH2:13][C@H:12]1[C:21]1[O:22][C:23]([CH3:26])=[CH:24][N:25]=1)=[O:10])[C:2]1[CH:7]=[CH:6][CH:5]=[CH:4][CH:3]=1.FC(F)(F)C(O)=O.C(=O)(O)[O-].[Na+]. The catalyst is ClCCl. (4) No catalyst specified. The reactants are [CH:1]1([N:6]2[C:10]3[N:11]=[C:12]([NH:15][C:16]4[CH:24]=[CH:23][C:19]([C:20]([OH:22])=O)=[CH:18][N:17]=4)[N:13]=[CH:14][C:9]=3[CH:8]=[C:7]2[C:25](=[O:29])[N:26]([CH3:28])[CH3:27])[CH2:5][CH2:4][CH2:3][CH2:2]1.[Li+].[Cl-].[CH:32]12[CH2:46][CH:36]([N:37]([C:39]([O:41][C:42]([CH3:45])([CH3:44])[CH3:43])=[O:40])[CH2:38]1)[CH2:35][NH:34][CH2:33]2. The product is [C:42]([O:41][C:39]([N:37]1[CH2:38][CH:32]2[CH2:46][CH:36]1[CH2:35][N:34]([C:20]([C:19]1[CH:18]=[N:17][C:16]([NH:15][C:12]3[N:13]=[CH:14][C:9]4[CH:8]=[C:7]([C:25](=[O:29])[N:26]([CH3:27])[CH3:28])[N:6]([CH:1]5[CH2:5][CH2:4][CH2:3][CH2:2]5)[C:10]=4[N:11]=3)=[CH:24][CH:23]=1)=[O:22])[CH2:33]2)=[O:40])([CH3:45])([CH3:43])[CH3:44]. The yield is 0.800. (5) The yield is 0.610. The reactants are [C:1]([O:5][C:6]([N:8]1[CH2:12][C@@H:11]([N:13]([CH2:21][C:22]2[CH:27]=[C:26]([C:28]([F:31])([F:30])[F:29])[CH:25]=[C:24]([C:32]([F:35])([F:34])[F:33])[CH:23]=2)[C:14]2[N:19]=[CH:18][C:17](Br)=[CH:16][N:15]=2)[CH2:10][C@H:9]1[CH2:36][CH3:37])=[O:7])([CH3:4])([CH3:3])[CH3:2].[CH3:38][N:39]1[CH2:43][CH2:42][NH:41][C:40]1=[O:44].C([O-])([O-])=O.[K+].[K+]. The product is [C:1]([O:5][C:6]([N:8]1[CH2:12][C@@H:11]([N:13]([CH2:21][C:22]2[CH:27]=[C:26]([C:28]([F:31])([F:30])[F:29])[CH:25]=[C:24]([C:32]([F:35])([F:34])[F:33])[CH:23]=2)[C:14]2[N:19]=[CH:18][C:17]([N:41]3[CH2:42][CH2:43][N:39]([CH3:38])[C:40]3=[O:44])=[CH:16][N:15]=2)[CH2:10][C@H:9]1[CH2:36][CH3:37])=[O:7])([CH3:4])([CH3:3])[CH3:2]. The catalyst is O1CCOCC1.CCOC(C)=O.[Cu]I. (6) The catalyst is C(Cl)(Cl)Cl. The product is [NH2:1][C:2]1[C:7]([Br:16])=[N:6][C:5]([S:8][CH3:9])=[CH:4][N:3]=1. The yield is 0.720. The reactants are [NH2:1][C:2]1[CH:7]=[N:6][C:5]([S:8][CH3:9])=[CH:4][N:3]=1.N1C=CC=CC=1.[Br:16]Br. (7) The reactants are [CH3:1][C:2]1[N:7]=[C:6]2[CH2:8][O:9][C:10](=[O:11])[C:5]2=[CH:4][CH:3]=1.ClC1C=C(C=CC=1)C(OO)=[O:17]. The catalyst is C(Cl)(Cl)Cl.ClCCl. The product is [CH3:1][C:2]1[N+:7]([O-:17])=[C:6]2[CH2:8][O:9][C:10](=[O:11])[C:5]2=[CH:4][CH:3]=1. The yield is 0.730. (8) The reactants are [OH:1][C@H:2]([C:8]1[S:9][CH:10]=[CH:11][CH:12]=1)[CH2:3][C:4]([NH:6][CH3:7])=O.[H-].COCCO[Al+]OCCOC.[Na+].[H-].[OH-].[Na+].[Al]. The catalyst is C1(C)C=CC=CC=1. The product is [CH3:7][NH:6][CH2:4][CH2:3][C@@H:2]([C:8]1[S:9][CH:10]=[CH:11][CH:12]=1)[OH:1]. The yield is 0.410.